From a dataset of Retrosynthesis with 50K atom-mapped reactions and 10 reaction types from USPTO. Predict the reactants needed to synthesize the given product. (1) Given the product c1ccc2oc(-c3cnc4ccc(O[C@@H]5CCCNC5)nn34)cc2c1, predict the reactants needed to synthesize it. The reactants are: Clc1ccc2ncc(-c3cc4ccccc4o3)n2n1.O[C@@H]1CCCNC1. (2) The reactants are: CC(C)Oc1cc(C=O)n(Cc2ncc(C(F)(F)F)cc2Cl)n1.CCOC(=O)CP(=O)(OCC)OCC. Given the product CCOC(=O)/C=C/c1cc(OC(C)C)nn1Cc1ncc(C(F)(F)F)cc1Cl, predict the reactants needed to synthesize it. (3) Given the product CCOCCN(C(=O)CC#N)c1ccccc1C(=O)OCC, predict the reactants needed to synthesize it. The reactants are: CCOCCNc1ccccc1C(=O)OCC.N#CCC(=O)O.